From a dataset of Full USPTO retrosynthesis dataset with 1.9M reactions from patents (1976-2016). Predict the reactants needed to synthesize the given product. (1) Given the product [C:1]([O:5][C:6](=[O:21])[NH:7][CH:8]1[CH2:17][CH2:16][C:15]2[C:10](=[C:11]([NH:18][C:19]3[O:43][C:42]([C:44]4[CH:49]=[CH:48][C:47]([C:50]([F:51])([F:52])[F:53])=[CH:46][C:45]=4[F:54])=[CH:41][N:38]=3)[CH:12]=[CH:13][CH:14]=2)[CH2:9]1)([CH3:4])([CH3:3])[CH3:2], predict the reactants needed to synthesize it. The reactants are: [C:1]([O:5][C:6](=[O:21])[NH:7][CH:8]1[CH2:17][CH2:16][C:15]2[C:10](=[C:11]([N:18]=[C:19]=S)[CH:12]=[CH:13][CH:14]=2)[CH2:9]1)([CH3:4])([CH3:3])[CH3:2].C(OC1CC2C(CC=1)=CC=CC=2N=C=S)C.[N:38]([CH2:41][C:42]([C:44]1[CH:49]=[CH:48][C:47]([C:50]([F:53])([F:52])[F:51])=[CH:46][C:45]=1[F:54])=[O:43])=[N+]=[N-].N(CC(C1C=CC(C(F)(F)F)=CC=1)=O)=[N+]=[N-]. (2) Given the product [F:29][C:2]([F:28])([F:1])[C:3]1[CH:4]=[C:5]([C@H:13]2[C@H:22]([C:23]([NH:54][C:55]3[N:60]=[C:59]([CH3:61])[CH:58]=[CH:57][N:56]=3)=[O:25])[C:21]3[C:16](=[CH:17][CH:18]=[CH:19][CH:20]=3)[C:15](=[O:26])[N:14]2[CH3:27])[CH:6]=[C:7]([C:9]([F:12])([F:10])[F:11])[CH:8]=1, predict the reactants needed to synthesize it. The reactants are: [F:1][C:2]([F:29])([F:28])[C:3]1[CH:4]=[C:5]([C@H:13]2[C@H:22]([C:23]([OH:25])=O)[C:21]3[C:16](=[CH:17][CH:18]=[CH:19][CH:20]=3)[C:15](=[O:26])[N:14]2[CH3:27])[CH:6]=[C:7]([C:9]([F:12])([F:11])[F:10])[CH:8]=1.CN(C(ON1N=NC2C=CC=NC1=2)=[N+](C)C)C.F[P-](F)(F)(F)(F)F.[NH2:54][C:55]1[N:60]=[C:59]([CH3:61])[CH:58]=[CH:57][N:56]=1.C(N(CC)C(C)C)(C)C. (3) Given the product [NH2:16][C:7]1[N:6]=[C:5]([O:4][CH:2]([CH3:1])[CH3:3])[N:13]=[C:12]2[C:8]=1[N:9]=[C:10]([O:14][CH3:15])[N:11]2[CH2:24][CH2:25][CH2:26][CH2:27][CH:28]1[CH2:29][CH2:30][N:31]([C:34]([O:36][C:37]([CH3:38])([CH3:40])[CH3:39])=[O:35])[CH2:32][CH2:33]1, predict the reactants needed to synthesize it. The reactants are: [CH3:1][CH:2]([O:4][C:5]1[NH:6][C:7]([NH2:16])=[C:8]2[C:12]([N:13]=1)=[N:11][C:10]([O:14][CH3:15])=[N:9]2)[CH3:3].C(=O)([O-])[O-].[K+].[K+].Br[CH2:24][CH2:25][CH2:26][CH2:27][CH:28]1[CH2:33][CH2:32][N:31]([C:34]([O:36][C:37]([CH3:40])([CH3:39])[CH3:38])=[O:35])[CH2:30][CH2:29]1.